This data is from Cav3 T-type calcium channel HTS with 100,875 compounds. The task is: Binary Classification. Given a drug SMILES string, predict its activity (active/inactive) in a high-throughput screening assay against a specified biological target. The result is 0 (inactive). The compound is s1\c(n(c(c2ccccc2)c1)CCO)=N/c1ccc(OCC)cc1.